From a dataset of Full USPTO retrosynthesis dataset with 1.9M reactions from patents (1976-2016). Predict the reactants needed to synthesize the given product. (1) The reactants are: [N+]([O-])([O-])=O.[Ag+:5].[C:6](=[O:9])([O-:8])[O-:7].[Sr+2:10]. Given the product [C:6](=[O:7])([O-:9])[O-:8].[Ag+2:5].[C:6](=[O:7])([O-:9])[O-:8].[Sr+2:10], predict the reactants needed to synthesize it. (2) Given the product [C:44]([C:48]1[CH:63]=[CH:62][C:51]([CH2:52][N:53]([CH2:54][CH2:55][CH:56]2[CH2:61][CH2:60][S:59][CH2:58][CH2:57]2)[C:10]([C:8]2[CH:7]=[CH:6][CH:5]=[C:4]3[C:9]=2[NH:1][CH:2]=[CH:3]3)=[O:12])=[CH:50][CH:49]=1)([CH3:47])([CH3:45])[CH3:46], predict the reactants needed to synthesize it. The reactants are: [NH:1]1[C:9]2[C:4](=[CH:5][CH:6]=[CH:7][C:8]=2[C:10]([OH:12])=O)[CH:3]=[CH:2]1.CN(C(ON1N=NC2C=CC=CC1=2)=[N+](C)C)C.[B-](F)(F)(F)F.C(N(CC)C(C)C)(C)C.[C:44]([C:48]1[CH:63]=[CH:62][C:51]([CH2:52][NH:53][CH2:54][CH2:55][CH:56]2[CH2:61][CH2:60][S:59][CH2:58][CH2:57]2)=[CH:50][CH:49]=1)([CH3:47])([CH3:46])[CH3:45]. (3) Given the product [ClH:63].[CH3:1][C:2]1[CH:7]=[C:6]([C:8]2[CH:9]=[CH:10][C:11]([C:14]([F:15])([F:16])[F:17])=[CH:12][CH:13]=2)[N:5]=[C:4]([C@H:18]2[CH2:22][CH2:21][C@:20]3([CH2:26][CH2:25][NH:24][C:23]3=[O:27])[NH:19]2)[N:3]=1, predict the reactants needed to synthesize it. The reactants are: [CH3:1][C:2]1[CH:7]=[C:6]([C:8]2[CH:13]=[CH:12][C:11]([C:14]([F:17])([F:16])[F:15])=[CH:10][CH:9]=2)[N:5]=[C:4]([C@H:18]2[CH2:22][CH2:21][C@:20]3([CH2:26][CH2:25][NH:24][C:23]3=[O:27])[N:19]2C(OC(C)(C)C)=O)[N:3]=1.CC1C=C(C2C=CC(C(F)(F)F)=CC=2)N=C([C@H]2CC[C@]3(CCNC3=O)N2)N=1.C(Cl)(Cl)[Cl:63].Cl. (4) Given the product [CH3:18][N:19]([CH3:20])[C:12]([C:9]1[CH:8]=[C:7]([OH:15])[C:6]2[C:11](=[C:2]([Cl:1])[C:3]([O:16][CH3:17])=[CH:4][CH:5]=2)[N:10]=1)=[O:13], predict the reactants needed to synthesize it. The reactants are: [Cl:1][C:2]1[C:3]([O:16][CH3:17])=[CH:4][CH:5]=[C:6]2[C:11]=1[N:10]=[C:9]([C:12](O)=[O:13])[CH:8]=[C:7]2[OH:15].[CH3:18][NH:19][CH3:20].C1COCC1.CN(C(ON1N=NC2C=CC=NC1=2)=[N+](C)C)C.F[P-](F)(F)(F)(F)F.CN1CCOCC1.Cl. (5) Given the product [CH3:12][N:13]([CH3:14])[C:35](=[O:36])[CH2:34][C:33]([CH2:42][O:43][CH2:44][CH2:45][CH2:46][CH2:47][CH2:48][CH2:49][CH2:50][CH3:51])([CH2:32][O:31][CH2:23][CH2:24][CH2:25][CH2:26][CH2:27][CH2:28][CH2:29][CH3:30])[CH2:38][C:39]([N:54]([CH3:55])[CH3:53])=[O:40], predict the reactants needed to synthesize it. The reactants are: ON1C2C=CC=CC=2N=N1.Cl.[CH3:12][N:13](C)[CH2:14]CCN=C=NCC.[CH2:23]([O:31][CH2:32][C:33]([CH2:42][O:43][CH2:44][CH2:45][CH2:46][CH2:47][CH2:48][CH2:49][CH2:50][CH3:51])([CH2:38][C:39](O)=[O:40])[CH2:34][C:35](O)=[O:36])[CH2:24][CH2:25][CH2:26][CH2:27][CH2:28][CH2:29][CH3:30].Cl.[CH3:53][NH:54][CH3:55].C(N(CC)CC)C. (6) Given the product [CH3:13][O:12][C:10](=[O:11])[CH2:9][C:2]1[S:16][CH:14]=[N:15][C:3]=1[C:4]([O:6][CH3:7])=[O:5], predict the reactants needed to synthesize it. The reactants are: Br[CH:2]([CH2:9][C:10]([O:12][CH3:13])=[O:11])[C:3](=O)[C:4]([O:6][CH3:7])=[O:5].[CH:14](=[S:16])[NH2:15]. (7) Given the product [CH2:1]([N:8]1[CH2:13][C:12](=[O:14])[NH:11][C:10]2[CH:15]=[C:16]([CH2:19][OH:20])[CH:17]=[N:18][C:9]1=2)[C:2]1[CH:3]=[CH:4][CH:5]=[CH:6][CH:7]=1, predict the reactants needed to synthesize it. The reactants are: [CH2:1]([N:8]1[CH2:13][C:12](=[O:14])[NH:11][C:10]2[CH:15]=[C:16]([C:19](OC)=[O:20])[CH:17]=[N:18][C:9]1=2)[C:2]1[CH:7]=[CH:6][CH:5]=[CH:4][CH:3]=1.[H-].[Na+].[H-].[Al+3].[Li+].[H-].[H-].[H-].CO. (8) Given the product [Cl:1][C:2]1[CH:3]=[C:4]([C:9]2[CH2:13][C:12]([C:18]3[CH:27]=[CH:26][C:21]([C:22]([OH:24])=[O:23])=[C:20]([N+:28]([O-:30])=[O:29])[CH:19]=3)([C:14]([F:15])([F:17])[F:16])[O:11][N:10]=2)[CH:5]=[C:6]([Cl:8])[CH:7]=1, predict the reactants needed to synthesize it. The reactants are: [Cl:1][C:2]1[CH:3]=[C:4]([C:9]2[CH2:13][C:12]([C:18]3[CH:27]=[CH:26][C:21]([C:22]([O:24]C)=[O:23])=[C:20]([N+:28]([O-:30])=[O:29])[CH:19]=3)([C:14]([F:17])([F:16])[F:15])[O:11][N:10]=2)[CH:5]=[C:6]([Cl:8])[CH:7]=1.[OH-].[Li+]. (9) Given the product [F:19][C:16]1[CH:17]=[CH:18][C:13]([O:12][CH2:11][C:9]2[N:10]=[C:5]3[N:4]=[CH:3][C:2]([C:25]4[CH:26]=[CH:27][C:22]([C:20]#[N:21])=[CH:23][C:24]=4[O:31][CH3:32])=[CH:7][N:6]3[CH:8]=2)=[N:14][CH:15]=1, predict the reactants needed to synthesize it. The reactants are: Br[C:2]1[CH:3]=[N:4][C:5]2[N:6]([CH:8]=[C:9]([CH2:11][O:12][C:13]3[CH:18]=[CH:17][C:16]([F:19])=[CH:15][N:14]=3)[N:10]=2)[CH:7]=1.[C:20]([C:22]1[CH:27]=[CH:26][C:25](B(O)O)=[C:24]([O:31][CH3:32])[CH:23]=1)#[N:21].